From a dataset of Peptide-MHC class I binding affinity with 185,985 pairs from IEDB/IMGT. Regression. Given a peptide amino acid sequence and an MHC pseudo amino acid sequence, predict their binding affinity value. This is MHC class I binding data. (1) The peptide sequence is PSLCRVNNSY. The MHC is HLA-A30:02 with pseudo-sequence HLA-A30:02. The binding affinity (normalized) is 0.477. (2) The peptide sequence is AVMLVHTYY. The MHC is HLA-A02:06 with pseudo-sequence HLA-A02:06. The binding affinity (normalized) is 0.0847. (3) The peptide sequence is LGGGVSIEW. The MHC is HLA-B58:01 with pseudo-sequence HLA-B58:01. The binding affinity (normalized) is 0.566. (4) The peptide sequence is IMANRAQVL. The MHC is BoLA-JSP.1 with pseudo-sequence BoLA-JSP.1. The binding affinity (normalized) is 0.0641. (5) The peptide sequence is DEEAINLFH. The MHC is HLA-A68:02 with pseudo-sequence HLA-A68:02. The binding affinity (normalized) is 0.0847. (6) The MHC is HLA-B57:01 with pseudo-sequence HLA-B57:01. The peptide sequence is KSFSTHHHM. The binding affinity (normalized) is 0.650. (7) The peptide sequence is AIDPRRIVA. The MHC is HLA-A02:06 with pseudo-sequence HLA-A02:06. The binding affinity (normalized) is 0.376. (8) The peptide sequence is AAILKQHKL. The MHC is HLA-A01:01 with pseudo-sequence HLA-A01:01. The binding affinity (normalized) is 0.0847.